Dataset: Reaction yield outcomes from USPTO patents with 853,638 reactions. Task: Predict the reaction yield, written as a fraction of the theoretical maximum amount of product (1.0 means a 100% yield; for example, 0.34 means a 34% yield). (1) The reactants are C1(S([CH:10]2[CH:20]([C:21]3[C:26]([CH3:27])=[C:25]([Br:28])[CH:24]=[CH:23][N:22]=3)[NH:19][C:12]3([CH2:16][CH2:15][N:14]([CH3:17])[C:13]3=[O:18])[CH2:11]2)(=O)=O)C=CC=CC=1.CC(C)([O-])C.[K+].C(O)(=O)C. The catalyst is C1COCC1. The product is [Br:28][C:25]1[CH:24]=[CH:23][N:22]=[C:21]([C:20]2[CH2:10][CH2:11][C:12]3([CH2:16][CH2:15][N:14]([CH3:17])[C:13]3=[O:18])[N:19]=2)[C:26]=1[CH3:27]. The yield is 0.581. (2) The reactants are C(=O)([O-])[O-].[Cs+].[Cs+].Br[C:8]1[CH:13]=[CH:12][C:11]([Cl:14])=[CH:10][N:9]=1.C(OCC)(=O)[CH2:16][C:17]([O:19][CH2:20][CH3:21])=[O:18].N1C=CC=CC=1C(O)=O. The catalyst is O1CCOCC1.[Cu-]=O. The product is [Cl:14][C:11]1[CH:12]=[CH:13][C:8]([CH2:16][C:17]([O:19][CH2:20][CH3:21])=[O:18])=[N:9][CH:10]=1. The yield is 0.540. (3) The reactants are [Cl:1][C:2]1[CH:3]=[C:4]([C:8]2[N:13]=[C:12]([O:14][C:15]3[CH:20]=[CH:19][C:18]([CH2:21][C:22](OC)=[O:23])=[CH:17][CH:16]=3)[CH:11]=[C:10]([CH2:26][CH3:27])[N:9]=2)[CH:5]=[CH:6][CH:7]=1.S(C)C. The catalyst is C1COCC1. The product is [Cl:1][C:2]1[CH:3]=[C:4]([C:8]2[N:13]=[C:12]([O:14][C:15]3[CH:20]=[CH:19][C:18]([CH2:21][CH2:22][OH:23])=[CH:17][CH:16]=3)[CH:11]=[C:10]([CH2:26][CH3:27])[N:9]=2)[CH:5]=[CH:6][CH:7]=1. The yield is 0.690. (4) The reactants are [CH3:1][C:2]([CH3:30])([CH3:29])[CH2:3][N:4]([CH3:28])[C:5]1[C:10]([C:11]#[N:12])=[C:9]([NH:13][C:14]2[CH:19]=[C:18]([C:20]3[NH:24][CH:23]=[N:22][N:21]=3)[CH:17]=[CH:16][C:15]=2[CH3:25])[N:8]=[C:7](SC)[N:6]=1. The catalyst is C(O)C.O.O.[Ni]. The product is [CH3:1][C:2]([CH3:30])([CH3:29])[CH2:3][N:4]([CH3:28])[C:5]1[C:10]([C:11]#[N:12])=[C:9]([NH:13][C:14]2[CH:19]=[C:18]([C:20]3[NH:24][CH:23]=[N:22][N:21]=3)[CH:17]=[CH:16][C:15]=2[CH3:25])[N:8]=[CH:7][N:6]=1. The yield is 0.100. (5) The reactants are [Br:1][C:2]1[CH:3]=[C:4]2[C:9](=[CH:10][C:11]=1[F:12])[NH:8][CH:7]=[CH:6][C:5]2=O.[Br:14][C:15]1[C:16]([F:26])=[C:17]2[C:22](=[CH:23][CH:24]=1)[NH:21][CH:20]=[CH:19][C:18]2=O.P(Cl)(Cl)([Cl:29])=O. No catalyst specified. The product is [Br:1][C:2]1[CH:3]=[C:4]2[C:9](=[CH:10][C:11]=1[F:12])[N:8]=[CH:7][CH:6]=[C:5]2[Cl:29].[Br:14][C:15]1[C:16]([F:26])=[C:17]2[C:22](=[CH:23][CH:24]=1)[N:21]=[CH:20][CH:19]=[C:18]2[Cl:29]. The yield is 1.00.